This data is from Full USPTO retrosynthesis dataset with 1.9M reactions from patents (1976-2016). The task is: Predict the reactants needed to synthesize the given product. (1) Given the product [C:1]([O:5][C:6](=[O:22])[NH:7][C:8]1[CH:13]=[C:12]([O:14][CH2:15][CH3:16])[C:11]([C:17]([F:20])([F:19])[F:18])=[CH:10][C:9]=1[NH:21][C:28](=[O:27])[CH2:29][C:30]([C:32]1[CH:37]=[CH:36][CH:35]=[C:34]([C:38]2[CH:43]=[C:42]([CH2:44][O:45][CH:46]3[CH2:51][CH2:50][CH2:49][CH2:48][O:47]3)[N:41]=[C:40]([CH3:52])[CH:39]=2)[CH:33]=1)=[O:31])([CH3:2])([CH3:3])[CH3:4], predict the reactants needed to synthesize it. The reactants are: [C:1]([O:5][C:6](=[O:22])[NH:7][C:8]1[CH:13]=[C:12]([O:14][CH2:15][CH3:16])[C:11]([C:17]([F:20])([F:19])[F:18])=[CH:10][C:9]=1[NH2:21])([CH3:4])([CH3:3])[CH3:2].C([O:27][C:28](=O)[CH2:29][C:30]([C:32]1[CH:37]=[CH:36][CH:35]=[C:34]([C:38]2[CH:43]=[C:42]([CH2:44][O:45][CH:46]3[CH2:51][CH2:50][CH2:49][CH2:48][O:47]3)[N:41]=[C:40]([CH3:52])[CH:39]=2)[CH:33]=1)=[O:31])(C)(C)C. (2) The reactants are: Br[C:2]1[C:11]([O:12][CH3:13])=[CH:10][C:9]2[CH:4]([CH:5]([N:15]3[CH2:20][CH2:19][O:18][CH2:17][CH2:16]3)[N:6]=[C:7]([Cl:14])[N:8]=2)[CH:3]=1.CN(C)C=O.[F:26][CH2:27][CH2:28][CH2:29][S:30]([NH:33][C:34]1[CH:39]=[CH:38][CH:37]=[C:36](B2OC(C)(C)C(C)(C)O2)[C:35]=1[F:49])(=[O:32])=[O:31].C(=O)([O-])[O-].[Na+].[Na+]. Given the product [Cl:14][C:7]1[N:6]=[C:5]([N:15]2[CH2:20][CH2:19][O:18][CH2:17][CH2:16]2)[C:4]2[C:9](=[CH:10][C:11]([O:12][CH3:13])=[C:2]([C:36]3[C:35]([F:49])=[C:34]([NH:33][S:30]([CH2:29][CH2:28][CH2:27][F:26])(=[O:31])=[O:32])[CH:39]=[CH:38][CH:37]=3)[CH:3]=2)[N:8]=1, predict the reactants needed to synthesize it. (3) Given the product [Cl:16][C:10]1[CH:11]=[C:12]([Cl:15])[CH:13]=[CH:14][C:9]=1[C:7]1[NH:8][C:4]([C:1](=[O:3])/[CH:2]=[CH:23]/[N:24]([CH3:26])[CH3:25])=[CH:5][C:6]=1[C:17]#[N:18], predict the reactants needed to synthesize it. The reactants are: [C:1]([C:4]1[NH:8][C:7]([C:9]2[CH:14]=[CH:13][C:12]([Cl:15])=[CH:11][C:10]=2[Cl:16])=[C:6]([C:17]#[N:18])[CH:5]=1)(=[O:3])[CH3:2].C(O[CH:23](OC(C)C)[N:24]([CH3:26])[CH3:25])(C)C. (4) Given the product [CH3:2][CH:3]1[CH2:8][CH2:7][N:6]([CH:9]([C:13]2[CH:14]=[CH:15][CH:16]=[CH:17][CH:18]=2)[C:10]([O:12][C@@H:46]2[CH:47]3[CH2:50][CH2:51][N:44]([CH2:49][CH2:48]3)[CH2:45]2)=[O:11])[CH2:5][CH2:4]1, predict the reactants needed to synthesize it. The reactants are: Cl.[CH3:2][CH:3]1[CH2:8][CH2:7][N:6]([CH:9]([C:13]2[CH:18]=[CH:17][CH:16]=[CH:15][CH:14]=2)[C:10]([OH:12])=[O:11])[CH2:5][CH2:4]1.C1C=CC2N(O)N=NC=2C=1.C1CCC(N=C=NC2CCCCC2)CC1.[N:44]12[CH2:51][CH2:50][CH:47]([CH2:48][CH2:49]1)[C@@H:46](O)[CH2:45]2. (5) Given the product [F:45][C:44]1[CH:43]=[C:42]2[C:37]([CH:38]=[CH:39][CH:40]=[N:41]2)=[CH:36][C:35]=1[CH2:34][C:31]1[N:29]2[N:30]=[C:25]([C:23]3[CH:22]=[N:21][N:20]([CH:17]4[CH2:18][CH2:19][N:14]([CH2:13][CH2:12][OH:11])[CH2:15][CH2:16]4)[CH:24]=3)[CH:26]=[CH:27][C:28]2=[N:33][CH:32]=1, predict the reactants needed to synthesize it. The reactants are: C1COCC1.C([Si](C)(C)[O:11][CH2:12][CH2:13][N:14]1[CH2:19][CH2:18][CH:17]([N:20]2[CH:24]=[C:23]([C:25]3[CH:26]=[CH:27][C:28]4[N:29]([C:31]([CH2:34][C:35]5[CH:36]=[C:37]6[C:42](=[CH:43][C:44]=5[F:45])[N:41]=[CH:40][CH:39]=[CH:38]6)=[CH:32][N:33]=4)[N:30]=3)[CH:22]=[N:21]2)[CH2:16][CH2:15]1)(C)(C)C.[F-].C([N+](CCCC)(CCCC)CCCC)CCC. (6) Given the product [C:1]1([CH2:7][O:8][C:9]2[CH:10]=[C:11]3[C:15](=[CH:16][CH:17]=2)[N:14]([CH2:35][C:36]([F:39])([F:38])[F:37])[C:13]([C:18]([O:20][CH2:21][CH3:22])=[O:19])=[CH:12]3)[CH:6]=[CH:5][CH:4]=[CH:3][CH:2]=1, predict the reactants needed to synthesize it. The reactants are: [C:1]1([CH2:7][O:8][C:9]2[CH:10]=[C:11]3[C:15](=[CH:16][CH:17]=2)[NH:14][C:13]([C:18]([O:20][CH2:21][CH3:22])=[O:19])=[CH:12]3)[CH:6]=[CH:5][CH:4]=[CH:3][CH:2]=1.C([O-])([O-])=O.[Cs+].[Cs+].FC(F)(F)S(O[CH2:35][C:36]([F:39])([F:38])[F:37])(=O)=O. (7) The reactants are: Cl[C:2]1[N:3]=[C:4]([N:22]2[CH2:27][CH2:26][O:25][CH2:24][CH2:23]2)[C:5]2[O:10][C:9]([CH2:11][N:12]3[CH2:17][CH2:16][N:15]([S:18]([CH3:21])(=[O:20])=[O:19])[CH2:14][CH2:13]3)=[CH:8][C:6]=2[N:7]=1.CC1(C)C(C)(C)OB([C:36]2[CH:37]=[N:38][C:39]([NH2:42])=[N:40][CH:41]=2)O1. Given the product [O:25]1[CH2:26][CH2:27][N:22]([C:4]2[C:5]3[O:10][C:9]([CH2:11][N:12]4[CH2:17][CH2:16][N:15]([S:18]([CH3:21])(=[O:20])=[O:19])[CH2:14][CH2:13]4)=[CH:8][C:6]=3[N:7]=[C:2]([C:36]3[CH:37]=[N:38][C:39]([NH2:42])=[N:40][CH:41]=3)[N:3]=2)[CH2:23][CH2:24]1, predict the reactants needed to synthesize it. (8) Given the product [Br:1][C:2]1[CH:3]=[C:4]([C:10]2[N:14]([CH3:22])[C:13]([C:15]([O:17][CH3:18])=[O:16])=[CH:12][C:11]=2[CH3:19])[CH:5]=[CH:6][C:7]=1[O:8][CH3:9], predict the reactants needed to synthesize it. The reactants are: [Br:1][C:2]1[CH:3]=[C:4]([C:10]2[NH:14][C:13]([C:15]([O:17][CH3:18])=[O:16])=[CH:12][C:11]=2[CH3:19])[CH:5]=[CH:6][C:7]=1[O:8][CH3:9].[H-].[Na+].[CH3:22]I. (9) Given the product [OH2:21].[ClH:34].[N:1]1[C:5]2[CH:6]=[CH:7][CH:8]=[CH:9][C:4]=2[NH:3][C:2]=1[S:10][CH2:11][CH2:12][N:13]1[CH2:14][CH2:15][N:16]([CH2:19][C:20]([NH:22][C:23]2[C:24]([S:32][CH3:33])=[N:25][C:26]([CH3:31])=[CH:27][C:28]=2[S:29][CH3:30])=[O:21])[CH2:17][CH2:18]1, predict the reactants needed to synthesize it. The reactants are: [N:1]1[C:5]2[CH:6]=[CH:7][CH:8]=[CH:9][C:4]=2[NH:3][C:2]=1[S:10][CH2:11][CH2:12][N:13]1[CH2:18][CH2:17][N:16]([CH2:19][C:20]([NH:22][C:23]2[C:24]([S:32][CH3:33])=[N:25][C:26]([CH3:31])=[CH:27][C:28]=2[S:29][CH3:30])=[O:21])[CH2:15][CH2:14]1.[ClH:34].N1C=CC=CC=1.O.